From a dataset of Catalyst prediction with 721,799 reactions and 888 catalyst types from USPTO. Predict which catalyst facilitates the given reaction. (1) Reactant: [CH3:1][O:2][C:3]1[CH:8]=[CH:7][C:6]([C:9]2[CH:14]=[CH:13][C:12]([N+:15]([O-])=O)=[C:11]([NH:18][C:19](=O)[CH3:20])[CH:10]=2)=[CH:5][CH:4]=1. Product: [CH3:1][O:2][C:3]1[CH:8]=[CH:7][C:6]([C:9]2[CH:14]=[CH:13][C:12]3[N:15]=[C:19]([CH3:20])[NH:18][C:11]=3[CH:10]=2)=[CH:5][CH:4]=1. The catalyst class is: 770. (2) Reactant: [CH3:1][O:2][C:3]1[CH:12]=[C:11]2[C:6]([C:7]([C:20]3[CH:25]=[CH:24][C:23]([O:26][CH3:27])=[CH:22][CH:21]=3)=[N:8][N:9]=[C:10]2[NH:13][CH:14]2[CH2:19][CH2:18][NH:17][CH2:16][CH2:15]2)=[CH:5][CH:4]=1.[Cl:28][CH2:29][C:30]1[CH:46]=[CH:45][C:33]([C:34]([NH:36][CH2:37][CH2:38][N:39]2[CH2:44][CH2:43][CH2:42][CH2:41][CH2:40]2)=[O:35])=[CH:32][CH:31]=1.C(=O)([O-])[O-].[K+].[K+].O. Product: [ClH:28].[ClH:28].[ClH:28].[CH3:1][O:2][C:3]1[CH:12]=[C:11]2[C:6]([C:7]([C:20]3[CH:25]=[CH:24][C:23]([O:26][CH3:27])=[CH:22][CH:21]=3)=[N:8][N:9]=[C:10]2[NH:13][CH:14]2[CH2:15][CH2:16][N:17]([CH2:29][C:30]3[CH:31]=[CH:32][C:33]([C:34]([NH:36][CH2:37][CH2:38][N:39]4[CH2:44][CH2:43][CH2:42][CH2:41][CH2:40]4)=[O:35])=[CH:45][CH:46]=3)[CH2:18][CH2:19]2)=[CH:5][CH:4]=1. The catalyst class is: 3. (3) Reactant: [I:1][C:2]1[CH:7]=[CH:6][C:5]([S:8](Cl)(=[O:10])=[O:9])=[CH:4][CH:3]=1.[CH3:12][N:13]1[CH2:18][CH2:17][CH:16]([C:19]2[C:27]3[C:22](=[CH:23][CH:24]=[C:25]([OH:28])[CH:26]=3)[NH:21][CH:20]=2)[CH2:15][CH2:14]1.[OH-].[Na+]. Product: [CH3:12][N:13]1[CH2:18][CH2:17][CH:16]([C:19]2[C:27]3[C:22](=[CH:23][CH:24]=[C:25]([O:28][S:8]([C:5]4[CH:6]=[CH:7][C:2]([I:1])=[CH:3][CH:4]=4)(=[O:10])=[O:9])[CH:26]=3)[NH:21][CH:20]=2)[CH2:15][CH2:14]1. The catalyst class is: 1.